From a dataset of Forward reaction prediction with 1.9M reactions from USPTO patents (1976-2016). Predict the product of the given reaction. (1) Given the reactants [F:1][C:2]1[C:7]([S:8]([CH3:11])(=[O:10])=[O:9])=[CH:6][CH:5]=[CH:4][C:3]=1[CH:12]1[CH2:17][CH2:16][NH:15][CH2:14][CH2:13]1.C(=O)([O-])[O-].[K+].[K+].[F:24][C:25]([F:30])([F:29])[CH2:26][CH2:27]I, predict the reaction product. The product is: [F:1][C:2]1[C:7]([S:8]([CH3:11])(=[O:10])=[O:9])=[CH:6][CH:5]=[CH:4][C:3]=1[CH:12]1[CH2:17][CH2:16][N:15]([CH2:27][CH2:26][C:25]([F:30])([F:29])[F:24])[CH2:14][CH2:13]1. (2) Given the reactants S=C1[N:6]([C:7]([O:9][CH2:10][C:11]2[CH:16]=[CH:15][C:14]([O:17][C:18](=[O:20])[CH3:19])=[C:13]([O:21][CH3:22])[CH:12]=2)=[O:8])[CH2:5][CH2:4]S1.[CH2:23](N)[CH2:24][CH2:25][CH2:26][CH2:27][CH2:28][CH2:29][CH2:30][CH2:31][CH2:32]CC.C(N(CC)CC)C, predict the reaction product. The product is: [C:18]([O:17][C:14]1[CH:15]=[CH:16][C:11]([CH2:10][O:9][C:7](=[O:8])[NH:6][CH2:5][CH2:4][CH2:23][CH2:24][CH2:25][CH2:26][CH2:27][CH2:28][CH2:29][CH2:30][CH2:31][CH3:32])=[CH:12][C:13]=1[O:21][CH3:22])(=[O:20])[CH3:19]. (3) The product is: [CH2:25]([NH:27][C:20]([C:18]1[CH:17]=[CH:16][C:13]2[N:14]([CH3:15])[C:10]([NH:9][C:7]3[S:8][C:4]4[CH:3]=[C:2]([Cl:1])[CH:24]=[CH:23][C:5]=4[N:6]=3)=[N:11][C:12]=2[CH:19]=1)=[O:21])[CH3:26]. Given the reactants [Cl:1][C:2]1[CH:24]=[CH:23][C:5]2[N:6]=[C:7]([NH:9][C:10]3[N:14]([CH3:15])[C:13]4[CH:16]=[CH:17][C:18]([C:20](O)=[O:21])=[CH:19][C:12]=4[N:11]=3)[S:8][C:4]=2[CH:3]=1.[CH2:25]([NH2:27])[CH3:26].CN(C(ON1N=NC2C=CC=CC1=2)=[N+](C)C)C.F[P-](F)(F)(F)(F)F.CCN(C(C)C)C(C)C, predict the reaction product. (4) Given the reactants Cl[C:2]1[C:11]2[C:6](=[C:7]([O:12][CH3:13])[CH:8]=[CH:9][CH:10]=2)[N:5]=[C:4]([CH3:14])[CH:3]=1.[Cl:15][C:16]1[CH:21]=[CH:20][C:19]([CH:22]([NH2:29])[C:23]2[CH:28]=[CH:27][N:26]=[CH:25][CH:24]=2)=[CH:18][CH:17]=1.CN(C)C=O, predict the reaction product. The product is: [Cl:15][C:16]1[CH:21]=[CH:20][C:19]([CH:22]([NH:29][C:2]2[C:11]3[C:6](=[C:7]([O:12][CH3:13])[CH:8]=[CH:9][CH:10]=3)[N:5]=[C:4]([CH3:14])[CH:3]=2)[C:23]2[CH:28]=[CH:27][N:26]=[CH:25][CH:24]=2)=[CH:18][CH:17]=1.